This data is from Peptide-MHC class I binding affinity with 185,985 pairs from IEDB/IMGT. The task is: Regression. Given a peptide amino acid sequence and an MHC pseudo amino acid sequence, predict their binding affinity value. This is MHC class I binding data. (1) The peptide sequence is AFNCTFEYI. The MHC is HLA-A23:01 with pseudo-sequence HLA-A23:01. The binding affinity (normalized) is 0.155. (2) The peptide sequence is RRIYDLIEL. The MHC is HLA-B58:01 with pseudo-sequence HLA-B58:01. The binding affinity (normalized) is 0.323.